This data is from Peptide-MHC class I binding affinity with 185,985 pairs from IEDB/IMGT. The task is: Regression. Given a peptide amino acid sequence and an MHC pseudo amino acid sequence, predict their binding affinity value. This is MHC class I binding data. The binding affinity (normalized) is 0.684. The MHC is Mamu-B52 with pseudo-sequence Mamu-B52. The peptide sequence is RQSPTAFEF.